Dataset: Full USPTO retrosynthesis dataset with 1.9M reactions from patents (1976-2016). Task: Predict the reactants needed to synthesize the given product. (1) Given the product [C:1]([C:5]1[N:10]=[C:9]2[NH:11][N:12]=[CH:13][C:8]2=[C:7]([N:14]2[CH2:18][CH2:17][C@H:16]([O:19][Si:29]([C:25]([CH3:28])([CH3:27])[CH3:26])([CH3:32])[CH3:31])[CH2:15]2)[N:6]=1)([CH3:4])([CH3:2])[CH3:3], predict the reactants needed to synthesize it. The reactants are: [C:1]([C:5]1[N:10]=[C:9]2[NH:11][N:12]=[CH:13][C:8]2=[C:7]([N:14]2[CH2:18][CH2:17][C@H:16]([OH:19])[CH2:15]2)[N:6]=1)([CH3:4])([CH3:3])[CH3:2].N1C=CN=C1.[C:25]([Si:29]([CH3:32])([CH3:31])Cl)([CH3:28])([CH3:27])[CH3:26]. (2) Given the product [CH2:12]=[C:2]([CH2:3][CH2:4][CH2:5][CH2:6][CH2:7][CH3:8])[CH:1]=[O:9], predict the reactants needed to synthesize it. The reactants are: [CH:1](=[O:9])[CH2:2][CH2:3][CH2:4][CH2:5][CH2:6][CH2:7][CH3:8].C=O.[CH2:12](NCCCC)CCC.C(O)(=O)CCCCCCCCC. (3) The reactants are: [F:1][C:2]1[CH:3]=[C:4]([CH:6]=[CH:7][C:8]=1[O:9][CH2:10][CH2:11][O:12][CH3:13])[NH2:5].N1C=CC=CC=1.Cl[C:21]([O:23][C:24]1[CH:29]=[CH:28][CH:27]=[CH:26][CH:25]=1)=[O:22]. Given the product [F:1][C:2]1[CH:3]=[C:4]([NH:5][C:21](=[O:22])[O:23][C:24]2[CH:29]=[CH:28][CH:27]=[CH:26][CH:25]=2)[CH:6]=[CH:7][C:8]=1[O:9][CH2:10][CH2:11][O:12][CH3:13], predict the reactants needed to synthesize it. (4) The reactants are: [CH2:1]([O:3][C:4]([C:6]1([C:9]2[CH:14]=[CH:13][C:12]([C:15]3[CH:20]=[CH:19][C:18]([C:21]4[O:25][N:24]=[C:23]([CH3:26])[C:22]=4[NH:27][C:28]4[CH:33]=[CH:32][CH:31]=[C:30](Br)[N:29]=4)=[CH:17][CH:16]=3)=[CH:11][CH:10]=2)[CH2:8][CH2:7]1)=[O:5])[CH3:2].[Cl:35][C:36]1[CH:37]=[C:38](B(O)O)[CH:39]=[C:40]([F:42])[CH:41]=1. Given the product [CH2:1]([O:3][C:4]([C:6]1([C:9]2[CH:14]=[CH:13][C:12]([C:15]3[CH:20]=[CH:19][C:18]([C:21]4[O:25][N:24]=[C:23]([CH3:26])[C:22]=4[NH:27][C:28]4[CH:33]=[CH:32][CH:31]=[C:30]([C:38]5[CH:39]=[C:40]([F:42])[CH:41]=[C:36]([Cl:35])[CH:37]=5)[N:29]=4)=[CH:17][CH:16]=3)=[CH:11][CH:10]=2)[CH2:8][CH2:7]1)=[O:5])[CH3:2], predict the reactants needed to synthesize it. (5) The reactants are: [Br:1][C:2]1[S:3][C:4](Br)=[CH:5][CH:6]=1.[NH:8]1[C:16]2[C:11](=[CH:12][C:13](B(O)O)=[CH:14][CH:15]=2)[CH:10]=[CH:9]1. Given the product [Br:1][C:2]1[S:3][C:4]([C:13]2[CH:12]=[C:11]3[C:16](=[CH:15][CH:14]=2)[NH:8][CH:9]=[CH:10]3)=[CH:5][CH:6]=1, predict the reactants needed to synthesize it.